This data is from Full USPTO retrosynthesis dataset with 1.9M reactions from patents (1976-2016). The task is: Predict the reactants needed to synthesize the given product. (1) Given the product [ClH:21].[CH:1]([N:4]1[CH2:5][CH2:6][N:7]([C:10]2[CH:15]=[C:14]([NH:16][CH3:17])[CH:13]=[CH:12][N:11]=2)[CH2:8][CH2:9]1)([CH3:3])[CH3:2], predict the reactants needed to synthesize it. The reactants are: [CH:1]([N:4]1[CH2:9][CH2:8][N:7]([C:10]2[CH:15]=[C:14]([N:16](C)[C:17](=O)C)[CH:13]=[CH:12][N:11]=2)[CH2:6][CH2:5]1)([CH3:3])[CH3:2].[ClH:21]. (2) Given the product [CH3:1][O:2][C:3](=[O:12])[CH2:4][C:5]1[CH:10]=[CH:9][CH:8]=[C:7]([C:14]2[O:13][CH:17]=[CH:16][CH:15]=2)[CH:6]=1, predict the reactants needed to synthesize it. The reactants are: [CH3:1][O:2][C:3](=[O:12])[CH:4](Br)[C:5]1[CH:10]=[CH:9][CH:8]=[CH:7][CH:6]=1.[O:13]1[CH:17]=[CH:16][CH:15]=[C:14]1B(O)O.C(=O)([O-])[O-].[Na+].[Na+]. (3) Given the product [CH:1]1([C:7]2[CH:13]=[CH:12][C:10]([NH:11][C:24](=[O:26])[CH3:25])=[CH:9][C:8]=2[N+:14]([O-:16])=[O:15])[CH2:2][CH2:3][CH2:4][CH2:5][CH2:6]1, predict the reactants needed to synthesize it. The reactants are: [CH:1]1([C:7]2[CH:13]=[CH:12][C:10]([NH2:11])=[CH:9][C:8]=2[N+:14]([O-:16])=[O:15])[CH2:6][CH2:5][CH2:4][CH2:3][CH2:2]1.CCN(CC)CC.[C:24](OC(=O)C)(=[O:26])[CH3:25]. (4) Given the product [CH3:17][O:18][C:19](=[O:28])[CH:20]([NH:27][C:10](=[O:12])[CH:9]([NH:8][C:6]([O:5][C:1]([CH3:2])([CH3:3])[CH3:4])=[O:7])[C:13]([CH3:16])([CH3:15])[CH3:14])[CH:21]1[CH2:22][CH2:23][CH2:24][CH2:25][CH2:26]1, predict the reactants needed to synthesize it. The reactants are: [C:1]([O:5][C:6]([NH:8][CH:9]([C:13]([CH3:16])([CH3:15])[CH3:14])[C:10]([OH:12])=O)=[O:7])([CH3:4])([CH3:3])[CH3:2].[CH3:17][O:18][C:19](=[O:28])[CH:20]([NH2:27])[CH:21]1[CH2:26][CH2:25][CH2:24][CH2:23][CH2:22]1.CN(C(ON1N=NC2C=CC=NC1=2)=[N+](C)C)C.F[P-](F)(F)(F)(F)F.C(N(C(C)C)CC)(C)C. (5) Given the product [CH2:17]([C:14]1[CH:13]=[CH:12][C:11]([CH2:10][N:8]2[CH2:7][C:6]([C:4]([OH:5])=[O:3])([C:27]([OH:29])=[O:28])[CH2:9]2)=[CH:16][CH:15]=1)[CH2:18][CH2:19][CH2:20][CH2:21][CH2:22][CH2:23][CH2:24][CH2:25][CH3:26], predict the reactants needed to synthesize it. The reactants are: C([O:3][C:4]([C:6]1([C:27]([O:29]CC)=[O:28])[CH2:9][N:8]([CH2:10][C:11]2[CH:16]=[CH:15][C:14]([CH2:17][CH2:18][CH2:19][CH2:20][CH2:21][CH2:22][CH2:23][CH2:24][CH2:25][CH3:26])=[CH:13][CH:12]=2)[CH2:7]1)=[O:5])C.[OH-].[Na+].